This data is from Full USPTO retrosynthesis dataset with 1.9M reactions from patents (1976-2016). The task is: Predict the reactants needed to synthesize the given product. (1) Given the product [CH:27]([OH:29])=[O:28].[NH2:26][C:20]1[C:21]([NH:25][C:27](=[O:28])[O:29][CH3:30])=[C:22]([NH2:24])[N:23]=[C:18]([N:11]2[C:12]3[C:17](=[CH:16][CH:15]=[CH:14][CH:13]=3)[C:9]([NH:8][C:3]3[CH:4]=[CH:5][CH:6]=[CH:7][C:2]=3[F:1])=[N:10]2)[N:19]=1, predict the reactants needed to synthesize it. The reactants are: [F:1][C:2]1[CH:7]=[CH:6][CH:5]=[CH:4][C:3]=1[NH:8][C:9]1[C:17]2[C:12](=[CH:13][CH:14]=[CH:15][CH:16]=2)[N:11]([C:18]2[N:23]=[C:22]([NH2:24])[C:21]([NH2:25])=[C:20]([NH2:26])[N:19]=2)[N:10]=1.[C:27](O[C:27]([O:29][CH3:30])=[O:28])([O:29][CH3:30])=[O:28]. (2) Given the product [CH2:1]([O:3][C:4](=[O:17])[CH2:5][C@H:6]1[CH2:11][CH2:10][C@H:9]([CH2:12][NH:14][CH2:15][CH3:16])[CH2:8][CH2:7]1)[CH3:2], predict the reactants needed to synthesize it. The reactants are: [CH2:1]([O:3][C:4](=[O:17])[CH2:5][C@H:6]1[CH2:11][CH2:10][C@H:9]([C:12]([NH:14][CH2:15][CH3:16])=O)[CH2:8][CH2:7]1)[CH3:2].[BH4-].[Na+].C(O)(=O)C.